From a dataset of Full USPTO retrosynthesis dataset with 1.9M reactions from patents (1976-2016). Predict the reactants needed to synthesize the given product. (1) Given the product [CH2:22]([N:12]1[C:11]2[CH:10]=[C:9]([C:16]([O:18][CH3:19])=[O:17])[CH:8]=[C:7]([N:3]3[CH2:4][CH2:5][CH2:6][C:2]3=[O:1])[C:15]=2[N:14]=[N:13]1)[CH3:23], predict the reactants needed to synthesize it. The reactants are: [O:1]=[C:2]1[CH2:6][CH2:5][CH2:4][N:3]1[C:7]1[C:15]2[N:14]=[N:13][NH:12][C:11]=2[CH:10]=[C:9]([C:16]([O:18][CH3:19])=[O:17])[CH:8]=1.[H-].[Na+].[CH2:22](I)[CH3:23]. (2) Given the product [NH2:1][C:2]1[C:7]([I:12])=[CH:6][C:5]([C:8]([F:9])([F:11])[F:10])=[CH:4][N:3]=1, predict the reactants needed to synthesize it. The reactants are: [NH2:1][C:2]1[CH:7]=[CH:6][C:5]([C:8]([F:11])([F:10])[F:9])=[CH:4][N:3]=1.[I:12]N1C(=O)CCC1=O.